From a dataset of Reaction yield outcomes from USPTO patents with 853,638 reactions. Predict the reaction yield, written as a fraction of the theoretical maximum amount of product (1.0 means a 100% yield; for example, 0.34 means a 34% yield). (1) The reactants are [Cl:1][C:2]1[CH:7]=[C:6]([NH2:8])[C:5](I)=[CH:4][N:3]=1.[OH-].[Na+].[CH2:12]([O:14]/[CH:15]=[CH:16]/B(/[CH:16]=[CH:15]/[O:14][CH2:12][CH3:13])/[CH:16]=[CH:15]/[O:14][CH2:12][CH3:13])[CH3:13].O. The catalyst is O1CCCC1.C1C=CC([P]([Pd]([P](C2C=CC=CC=2)(C2C=CC=CC=2)C2C=CC=CC=2)([P](C2C=CC=CC=2)(C2C=CC=CC=2)C2C=CC=CC=2)[P](C2C=CC=CC=2)(C2C=CC=CC=2)C2C=CC=CC=2)(C2C=CC=CC=2)C2C=CC=CC=2)=CC=1. The product is [Cl:1][C:2]1[CH:7]=[C:6]([NH2:8])[C:5](/[CH:13]=[CH:12]/[O:14][CH2:15][CH3:16])=[CH:4][N:3]=1. The yield is 0.620. (2) The reactants are [NH2:1][C:2]1[CH:7]=[CH:6][C:5]([N+:8]([O-:10])=[O:9])=[CH:4][C:3]=1[C:11]#[C:12][C:13]([CH3:19])([CH3:18])[C:14]([O:16][CH3:17])=[O:15].N1C=CC=CC=1.[C:26](Cl)(=[O:30])[CH2:27][CH2:28][CH3:29]. The catalyst is C(Cl)Cl. The product is [C:26]([NH:1][C:2]1[CH:7]=[CH:6][C:5]([N+:8]([O-:10])=[O:9])=[CH:4][C:3]=1[C:11]#[C:12][C:13]([CH3:19])([CH3:18])[C:14]([O:16][CH3:17])=[O:15])(=[O:30])[CH2:27][CH2:28][CH3:29]. The yield is 0.450. (3) The reactants are [F:1][C:2]([F:14])([F:13])[C:3]1[CH:8]=[CH:7][C:6]([CH2:9][C:10]([OH:12])=O)=[CH:5][CH:4]=1.[F:15][C:16]1[CH:21]=[CH:20][C:19]([N:22]2[C:30]3[CH2:29][CH2:28][CH2:27][NH:26][C:25]=3[CH:24]=[N:23]2)=[CH:18][CH:17]=1. No catalyst specified. The product is [F:15][C:16]1[CH:17]=[CH:18][C:19]([N:22]2[C:30]3[CH2:29][CH2:28][CH2:27][N:26]([C:10](=[O:12])[CH2:9][C:6]4[CH:5]=[CH:4][C:3]([C:2]([F:1])([F:14])[F:13])=[CH:8][CH:7]=4)[C:25]=3[CH:24]=[N:23]2)=[CH:20][CH:21]=1. The yield is 0.640. (4) The reactants are [CH3:1][N:2]1[CH2:7][CH2:6][N:5]([C:8]2[C:16]3[C:11](=[CH:12][CH:13]=[C:14]([N+:17]([O-])=O)[CH:15]=3)[NH:10][N:9]=2)[CH2:4][CH2:3]1. The catalyst is CO.[Pd]. The product is [CH3:1][N:2]1[CH2:7][CH2:6][N:5]([C:8]2[C:16]3[C:11](=[CH:12][CH:13]=[C:14]([NH2:17])[CH:15]=3)[NH:10][N:9]=2)[CH2:4][CH2:3]1. The yield is 0.990. (5) The reactants are [CH3:1][N:2]([CH3:12])[C:3]1[CH:4]=[C:5]([CH:9]=[CH:10][CH:11]=1)[C:6]([OH:8])=[O:7].C1C(=O)N([Br:20])C(=O)C1.O. The catalyst is CN(C=O)C. The product is [Br:20][C:9]1[CH:10]=[CH:11][C:3]([N:2]([CH3:12])[CH3:1])=[CH:4][C:5]=1[C:6]([OH:8])=[O:7]. The yield is 0.930. (6) The reactants are C([O:8][CH2:9][CH2:10][CH2:11][C@H:12]1[CH2:16][CH2:15][N:14]([C:17]2[CH:18]=[N:19][CH:20]=[C:21]([O:23][CH2:24][C@@H:25]3[CH2:29][CH2:28][CH2:27][N:26]3C(OC(C)(C)C)=O)[CH:22]=2)[CH2:13]1)C1C=CC=CC=1. The catalyst is [Pd].CO.C(Cl)(Cl)Cl. The product is [NH:26]1[CH2:27][CH2:28][CH2:29][C@H:25]1[CH2:24][O:23][C:21]1[CH:22]=[C:17]([N:14]2[CH2:15][CH2:16][C@H:12]([CH2:11][CH2:10][CH2:9][OH:8])[CH2:13]2)[CH:18]=[N:19][CH:20]=1. The yield is 0.910.